Dataset: Forward reaction prediction with 1.9M reactions from USPTO patents (1976-2016). Task: Predict the product of the given reaction. (1) Given the reactants [CH2:1]([N:8]1[C@@H:13]([CH2:14][O:15][Si:16]([C:19]([CH3:22])([CH3:21])[CH3:20])([CH3:18])[CH3:17])[CH2:12][NH:11][CH2:10][C:9]1=[O:23])[C:2]1[CH:7]=[CH:6][CH:5]=[CH:4][CH:3]=1.CC(O)=O.[CH:28](=O)[C:29]1[CH:34]=[CH:33][CH:32]=[CH:31][CH:30]=1.[BH-](OC(C)=O)(OC(C)=O)OC(C)=O.[Na+], predict the reaction product. The product is: [CH2:1]([N:8]1[C@@H:13]([CH2:14][O:15][Si:16]([C:19]([CH3:20])([CH3:22])[CH3:21])([CH3:18])[CH3:17])[CH2:12][N:11]([CH2:28][C:29]2[CH:34]=[CH:33][CH:32]=[CH:31][CH:30]=2)[CH2:10][C:9]1=[O:23])[C:2]1[CH:7]=[CH:6][CH:5]=[CH:4][CH:3]=1. (2) Given the reactants [CH:1]1([N:4]2[C:8]([C:9]([F:12])([F:11])[F:10])=[C:7](CC#N)[CH:6]=[N:5]2)[CH2:3][CH2:2]1.[OH-:16].[Na+].[CH3:18][CH2:19][OH:20], predict the reaction product. The product is: [CH:1]1([N:4]2[C:8]([C:9]([F:12])([F:11])[F:10])=[C:7]([CH2:18][C:19]([OH:16])=[O:20])[CH:6]=[N:5]2)[CH2:3][CH2:2]1. (3) Given the reactants [CH3:1][O:2][C:3](=[O:55])[NH:4][CH:5]([C:9]([N:11]1[CH2:15][CH2:14][CH2:13][CH:12]1[C:16]1[NH:17][C:18]([C:21]2[CH:22]=[CH:23][C:24]3[C:28]4[CH:29]=[CH:30][C:31]([C:33]5[NH:34][C:35]([CH:38]6[CH2:42][CH2:41][CH2:40][N:39]6[C:43](=[O:53])[CH:44]([NH:48][C:49]([O:51][CH3:52])=[O:50])[CH:45]([CH3:47])[CH3:46])=[N:36][CH:37]=5)=[CH:32][C:27]=4[S:26][C:25]=3[CH:54]=2)=[CH:19][N:20]=1)=[O:10])[CH:6]([CH3:8])[CH3:7].C1C=C(Cl)C=C(C(OO)=[O:64])C=1, predict the reaction product. The product is: [CH3:1][O:2][C:3](=[O:55])[NH:4][CH:5]([C:9]([N:11]1[CH2:15][CH2:14][CH2:13][CH:12]1[C:16]1[NH:17][C:18]([C:21]2[CH:22]=[CH:23][C:24]3[C:28]4[CH:29]=[CH:30][C:31]([C:33]5[NH:34][C:35]([CH:38]6[CH2:42][CH2:41][CH2:40][N:39]6[C:43](=[O:53])[CH:44]([NH:48][C:49]([O:51][CH3:52])=[O:50])[CH:45]([CH3:47])[CH3:46])=[N:36][CH:37]=5)=[CH:32][C:27]=4[S:26](=[O:64])[C:25]=3[CH:54]=2)=[CH:19][N:20]=1)=[O:10])[CH:6]([CH3:7])[CH3:8]. (4) Given the reactants [CH3:1]N(C=O)C.[CH3:6][O:7][C:8]1[CH:13]=[CH:12][CH:11]=[CH:10][C:9]=1[C:14]1([CH3:30])[NH:18][C:17](=[O:19])[N:16]([CH2:20][C:21](=[O:28])[C:22]2[CH:27]=[CH:26][CH:25]=[CH:24][CH:23]=2)[C:15]1=[O:29].C([O-])([O-])=O.[K+].[K+].CI, predict the reaction product. The product is: [CH3:6][O:7][C:8]1[CH:13]=[CH:12][CH:11]=[CH:10][C:9]=1[C:14]1([CH3:30])[N:18]([CH3:1])[C:17](=[O:19])[N:16]([CH2:20][C:21](=[O:28])[C:22]2[CH:23]=[CH:24][CH:25]=[CH:26][CH:27]=2)[C:15]1=[O:29]. (5) The product is: [CH2:21]([N:20]([CH2:23][CH3:24])[CH2:19][CH2:18][N:14]1[CH2:15][CH2:16][CH2:17][C@H:12]([N:8]2[C:9]3[C:4](=[CH:3][C:2]([C:39]4[CH:40]=[N:41][C:36]([NH:35][C:34]([NH:33][CH2:31][CH3:32])=[O:54])=[CH:37][C:38]=4[C:45]4[S:46][CH:47]=[C:48]([C:50]([F:53])([F:51])[F:52])[N:49]=4)=[N:11][CH:10]=3)[C:5](=[O:30])[C:6]([C:25]([OH:27])=[O:26])=[CH:7]2)[CH2:13]1)[CH3:22]. Given the reactants Br[C:2]1[CH:3]=[C:4]2[C:9](=[CH:10][N:11]=1)[N:8]([C@H:12]1[CH2:17][CH2:16][CH2:15][N:14]([CH2:18][CH2:19][N:20]([CH2:23][CH3:24])[CH2:21][CH3:22])[CH2:13]1)[CH:7]=[C:6]([C:25]([O:27]CC)=[O:26])[C:5]2=[O:30].[CH2:31]([NH:33][C:34](=[O:54])[NH:35][C:36]1[N:41]=[CH:40][C:39](B(O)O)=[C:38]([C:45]2[S:46][CH:47]=[C:48]([C:50]([F:53])([F:52])[F:51])[N:49]=2)[CH:37]=1)[CH3:32].C(=O)([O-])[O-].[Cs+].[Cs+].[OH-].[Li+].Cl, predict the reaction product. (6) Given the reactants [O:1]1[CH:5]=[CH:4][CH:3]=[C:2]1[C:6]1[NH:18][C:9]2=[N:10][CH:11]=[C:12]([S:14]([CH3:17])(=[O:16])=[O:15])[CH:13]=[C:8]2[CH:7]=1.[H-].[Na+].Br[CH2:22][CH:23]1[CH2:28][CH2:27][CH2:26][CH2:25][CH2:24]1.[Cl-].[NH4+], predict the reaction product. The product is: [O:1]1[CH:5]=[CH:4][CH:3]=[C:2]1[C:6]1[N:18]([CH2:22][CH:23]2[CH2:28][CH2:27][CH2:26][CH2:25][CH2:24]2)[C:9]2=[N:10][CH:11]=[C:12]([S:14]([CH3:17])(=[O:16])=[O:15])[CH:13]=[C:8]2[CH:7]=1. (7) Given the reactants [NH2:1][C:2]1[N:7]=[C:6]2[N:8]([CH2:20][CH3:21])[C:9]([C:11]([N:13]([CH:17]3[CH2:19][CH2:18]3)[CH:14]3[CH2:16][CH2:15]3)=[O:12])=[CH:10][C:5]2=[C:4]2[N:22]([CH3:25])[CH:23]=[N:24][C:3]=12.[C:26](N1C=CC=CC1=O)(N1C=CC=CC1=O)=[S:27], predict the reaction product. The product is: [CH:14]1([N:13]([CH:17]2[CH2:19][CH2:18]2)[C:11]([C:9]2[N:8]([CH2:20][CH3:21])[C:6]3=[N:7][C:2]([N:1]=[C:26]=[S:27])=[C:3]4[N:24]=[CH:23][N:22]([CH3:25])[C:4]4=[C:5]3[CH:10]=2)=[O:12])[CH2:16][CH2:15]1. (8) Given the reactants [CH2:1]([N:3]1[CH2:9][CH2:8][C:7]2[CH:10]=[C:11]([NH2:14])[CH:12]=[CH:13][C:6]=2[CH2:5][CH2:4]1)[CH3:2].Cl[C:16]1[N:21]=[C:20]([NH:22][CH:23]([CH3:30])[CH2:24][NH:25][S:26]([CH3:29])(=[O:28])=[O:27])[C:19]([Cl:31])=[CH:18][N:17]=1, predict the reaction product. The product is: [Cl:31][C:19]1[C:20]([NH:22][CH:23]([CH3:30])[CH2:24][NH:25][S:26]([CH3:29])(=[O:28])=[O:27])=[N:21][C:16]([NH:14][C:11]2[CH:12]=[CH:13][C:6]3[CH2:5][CH2:4][N:3]([CH2:1][CH3:2])[CH2:9][CH2:8][C:7]=3[CH:10]=2)=[N:17][CH:18]=1.